This data is from Full USPTO retrosynthesis dataset with 1.9M reactions from patents (1976-2016). The task is: Predict the reactants needed to synthesize the given product. (1) Given the product [CH3:13][C:6]1[CH:5]=[CH:4][C:3]2[C:8](=[CH:9][C:10]([CH3:12])=[CH:11][C:2]=2[N:25]2[CH2:30][CH2:29][NH:28][CH2:27][CH2:26]2)[N:7]=1, predict the reactants needed to synthesize it. The reactants are: O[C:2]1[CH:11]=[C:10]([CH3:12])[CH:9]=[C:8]2[C:3]=1[CH:4]=[CH:5][C:6]([CH3:13])=[N:7]2.CC1C=CC2C(=CC=CC=2[N:25]2[CH2:30][CH2:29][NH:28][CH2:27][CH2:26]2)N=1. (2) Given the product [F:19][C:20]1[CH:21]=[CH:22][C:23]2[N:24]([C:26]([N:29]3[CH2:33][CH2:32][CH2:31][C@H:30]3[CH2:34][O:6][Si:7]([CH:8]([CH3:9])[CH3:10])([CH:11]([CH3:12])[CH3:13])[CH:14]([CH3:15])[CH3:16])=[N:27][N:28]=2)[CH:25]=1, predict the reactants needed to synthesize it. The reactants are: FC(F)(F)S([O:6][Si:7]([CH:14]([CH3:16])[CH3:15])([CH:11]([CH3:13])[CH3:12])[CH:8]([CH3:10])[CH3:9])(=O)=O.[F:19][C:20]1[CH:21]=[CH:22][C:23]2[N:24]([C:26]([N:29]3[CH2:33][CH2:32][CH2:31][C@H:30]3[CH2:34]O)=[N:27][N:28]=2)[CH:25]=1.CCN(CC)CC.N. (3) Given the product [F:13][C:14]1[CH:15]=[C:16]([C:2]2[CH:3]=[C:4]3[C:9](=[CH:10][CH:11]=2)[CH:8]=[C:7]([OH:12])[CH:6]=[CH:5]3)[CH:17]=[CH:18][C:19]=1[F:20], predict the reactants needed to synthesize it. The reactants are: Br[C:2]1[CH:3]=[C:4]2[C:9](=[CH:10][CH:11]=1)[CH:8]=[C:7]([OH:12])[CH:6]=[CH:5]2.[F:13][C:14]1[CH:15]=[C:16](OB(O)O)[CH:17]=[CH:18][C:19]=1[F:20].C1(C)C=CC=CC=1.C(=O)([O-])[O-].[K+].[K+]. (4) The reactants are: [Cl:1][C:2]1[CH:7]=[CH:6][CH:5]=[C:4]([Cl:8])[C:3]=1[NH:9][C:10]([NH:12][C:13]1[C:14]([C:23]([NH:25][C:26]2([C:32]([O:34]C)=[O:33])[CH2:31][CH2:30][O:29][CH2:28][CH2:27]2)=[O:24])=[CH:15][C:16]2[C:21]([CH:22]=1)=[CH:20][CH:19]=[CH:18][CH:17]=2)=[O:11].Cl. Given the product [Cl:1][C:2]1[CH:7]=[CH:6][CH:5]=[C:4]([Cl:8])[C:3]=1[NH:9][C:10]([NH:12][C:13]1[C:14]([C:23]([NH:25][C:26]2([C:32]([OH:34])=[O:33])[CH2:27][CH2:28][O:29][CH2:30][CH2:31]2)=[O:24])=[CH:15][C:16]2[C:21]([CH:22]=1)=[CH:20][CH:19]=[CH:18][CH:17]=2)=[O:11], predict the reactants needed to synthesize it. (5) Given the product [CH3:1][O:2][C:3](=[O:22])/[CH:4]=[CH:5]/[C:42]1[CH:43]=[CH:44][C:37]2[O:36][C:33]3([CH2:34][CH2:35][N:30]([C:28]([O:27][C:23]([CH3:26])([CH3:25])[CH3:24])=[O:29])[CH2:31][CH2:32]3)[C:39](=[O:40])[C:38]=2[CH:41]=1.[CH3:1][O:2][C:3](=[O:22])/[CH:4]=[CH:5]/[C:6]1[CH:20]=[CH:19][C:18]2[O:17][C:11]3([CH2:16][CH2:15][NH:14][CH2:13][CH2:12]3)[C:9](=[O:21])[C:8]=2[CH:7]=1, predict the reactants needed to synthesize it. The reactants are: [CH3:1][O:2][C:3](=[O:22])/[CH:4]=[CH:5]/[C:6]1[CH:7]=[C:8]2[C:18](=[CH:19][CH:20]=1)[O:17][C:11]1([CH2:16][CH2:15][NH:14][CH2:13][CH2:12]1)C[C:9]2=[O:21].[C:23]([O:27][C:28]([N:30]1[CH2:35][CH2:34][C:33]2([C:39](=[O:40])[C:38]3[CH:41]=[C:42](Br)[CH:43]=[CH:44][C:37]=3[O:36]2)[CH2:32][CH2:31]1)=[O:29])([CH3:26])([CH3:25])[CH3:24]. (6) Given the product [Br:8][C:7]1[CH:6]=[N:5][C:4]([CH3:9])=[C:3]2[C:2]=1[NH:1][C:12](=[O:14])[CH:11]=[CH:10]2, predict the reactants needed to synthesize it. The reactants are: [NH2:1][C:2]1[C:7]([Br:8])=[CH:6][N:5]=[C:4]([CH3:9])[C:3]=1/[CH:10]=[CH:11]/[C:12]([O:14]CC)=O.C[S-].[Na+]. (7) Given the product [NH2:1][C:2]1[N:11]=[C:10]([CH3:12])[C:9]2[C:8](=[N:38][OH:39])[CH2:7][CH:6]([C:14]3[CH:19]=[CH:18][CH:17]=[CH:16][C:15]=3[C:20]3[CH:25]=[CH:24][N:23]=[CH:22][CH:21]=3)[CH2:5][C:4]=2[N:3]=1, predict the reactants needed to synthesize it. The reactants are: [NH2:1][C:2]1[N:11]=[C:10]([CH3:12])[C:9]2[C:8](=O)[CH2:7][CH:6]([C:14]3[CH:19]=[CH:18][CH:17]=[CH:16][C:15]=3[C:20]3[CH:25]=[CH:24][N:23]=[CH:22][CH:21]=3)[CH2:5][C:4]=2[N:3]=1.NC1N=C(C)C2C(=[N:38][OH:39])CC(C3C=CC=CC=3C3C=CC=CC=3)CC=2N=1.